From a dataset of Forward reaction prediction with 1.9M reactions from USPTO patents (1976-2016). Predict the product of the given reaction. (1) Given the reactants [Cl:1][C:2]1[CH:8]=[C:7]([O:9][C:10]2[C:19]3[C:14](=[CH:15][C:16]([O:22][CH3:23])=[C:17]([O:20][CH3:21])[CH:18]=3)[N:13]=[CH:12][CH:11]=2)[CH:6]=[CH:5][C:3]=1[NH2:4].[C:24]1([N:34]=[C:35]=[O:36])[C:33]2[C:28](=[CH:29][CH:30]=[CH:31][CH:32]=2)[CH:27]=[CH:26][CH:25]=1.CO, predict the reaction product. The product is: [Cl:1][C:2]1[CH:8]=[C:7]([O:9][C:10]2[C:19]3[C:14](=[CH:15][C:16]([O:22][CH3:23])=[C:17]([O:20][CH3:21])[CH:18]=3)[N:13]=[CH:12][CH:11]=2)[CH:6]=[CH:5][C:3]=1[NH:4][C:35]([NH:34][C:24]1[C:33]2[C:28](=[CH:29][CH:30]=[CH:31][CH:32]=2)[CH:27]=[CH:26][CH:25]=1)=[O:36]. (2) Given the reactants [N:1]1[CH:6]=[CH:5][CH:4]=[C:3]([S:7](Cl)(=[O:9])=[O:8])[CH:2]=1.[H-].[Na+].[CH3:13][CH:14]([CH3:26])[C:15]([O:17][NH:18][C:19]([O:21][C:22]([CH3:25])([CH3:24])[CH3:23])=[O:20])=[O:16], predict the reaction product. The product is: [CH3:13][CH:14]([CH3:26])[C:15]([O:17][N:18]([C:19]([O:21][C:22]([CH3:23])([CH3:25])[CH3:24])=[O:20])[S:7]([C:3]1[CH:2]=[N:1][CH:6]=[CH:5][CH:4]=1)(=[O:9])=[O:8])=[O:16]. (3) Given the reactants [CH2:1]([O:3][CH:4]([O:7][CH2:8][CH3:9])[C:5]#[CH:6])[CH3:2].C([Li])CCC.CCCCCC.CON(C)[C:24](=[O:26])[CH3:25], predict the reaction product. The product is: [CH2:1]([O:3][CH:4]([O:7][CH2:8][CH3:9])[C:5]#[C:6][C:24](=[O:26])[CH3:25])[CH3:2]. (4) Given the reactants Cl[C:2]1[C:7]([C:8]([O:10][CH2:11][CH3:12])=[O:9])=[CH:6][C:5]([F:13])=[CH:4][N:3]=1.[CH3:14][C:15]([CH3:20])([CH3:19])[CH2:16][CH2:17][NH2:18], predict the reaction product. The product is: [CH3:14][C:15]([CH3:20])([CH3:19])[CH2:16][CH2:17][NH:18][C:2]1[C:7]([C:8]([O:10][CH2:11][CH3:12])=[O:9])=[CH:6][C:5]([F:13])=[CH:4][N:3]=1. (5) Given the reactants [Cl:1][C:2]1[CH:3]=[C:4]([CH:24]=[CH:25][C:26]=1[F:27])[CH2:5][N:6]1[CH2:15][CH2:14][C:13]2[C:8](=[C:9]([OH:22])[C:10](=[O:21])[NH:11][C:12]=2[C:16]([N:18]([CH3:20])[CH3:19])=[O:17])[C:7]1=[O:23].Br[CH2:29][C:30]#[N:31], predict the reaction product. The product is: [Cl:1][C:2]1[CH:3]=[C:4]([CH:24]=[CH:25][C:26]=1[F:27])[CH2:5][N:6]1[CH2:15][CH2:14][C:13]2[C:8](=[C:9]([OH:22])[C:10](=[O:21])[N:11]([CH2:29][C:30]#[N:31])[C:12]=2[C:16]([N:18]([CH3:20])[CH3:19])=[O:17])[C:7]1=[O:23]. (6) Given the reactants [H-].[Na+].[CH2:3]([NH:5][C:6](=[O:16])[C:7]1[CH:12]=[C:11](I)[C:10]([CH3:14])=[C:9]([F:15])[CH:8]=1)[CH3:4].C([Li])CCC.C([O:25][B:26](OC(C)C)[O:27]C(C)C)(C)C, predict the reaction product. The product is: [CH2:3]([NH:5][C:6]([C:7]1[CH:8]=[C:9]([F:15])[C:10]([CH3:14])=[C:11]([B:26]([OH:27])[OH:25])[CH:12]=1)=[O:16])[CH3:4].